This data is from Catalyst prediction with 721,799 reactions and 888 catalyst types from USPTO. The task is: Predict which catalyst facilitates the given reaction. (1) Reactant: [Cl:1][C:2]1[N:7]=[C:6]([Cl:8])[C:5]([C:9](Cl)=[O:10])=[CH:4][N:3]=1.[O:12]1[CH2:17][CH2:16][N:15]([S:18]([C:21]2[CH:27]=[CH:26][C:24]([NH2:25])=[CH:23][CH:22]=2)(=[O:20])=[O:19])[CH2:14][CH2:13]1.CCN(C(C)C)C(C)C.O. Product: [Cl:1][C:2]1[N:7]=[C:6]([Cl:8])[C:5]([C:9]([NH:25][C:24]2[CH:26]=[CH:27][C:21]([S:18]([N:15]3[CH2:16][CH2:17][O:12][CH2:13][CH2:14]3)(=[O:20])=[O:19])=[CH:22][CH:23]=2)=[O:10])=[CH:4][N:3]=1. The catalyst class is: 4. (2) Reactant: [O:1]=[C:2]1[CH2:7][CH2:6][CH:5]([CH2:8][C:9]([O:11][CH2:12][C:13]2[CH:18]=[CH:17][CH:16]=[CH:15][CH:14]=2)=[O:10])[CH2:4][CH2:3]1.[BH4-].[Na+]. Product: [OH:1][C@@H:2]1[CH2:3][CH2:4][C@H:5]([CH2:8][C:9]([O:11][CH2:12][C:13]2[CH:14]=[CH:15][CH:16]=[CH:17][CH:18]=2)=[O:10])[CH2:6][CH2:7]1. The catalyst class is: 5. (3) Reactant: [C:1]([O:5][C:6]([NH:8][C@:9]1([C:14]([OH:16])=O)[CH2:11][C@H:10]1[CH:12]=[CH2:13])=[O:7])([CH3:4])([CH3:3])[CH3:2].C1N=CN(C(N2C=NC=C2)=O)C=1.[CH3:29][C:30]1([S:33]([NH2:36])(=[O:35])=[O:34])[CH2:32][CH2:31]1.C1CCN2C(=NCCC2)CC1. Product: [C:1]([O:5][C:6](=[O:7])[NH:8][C@:9]1([C:14](=[O:16])[NH:36][S:33]([C:30]2([CH3:29])[CH2:32][CH2:31]2)(=[O:35])=[O:34])[CH2:11][C@H:10]1[CH:12]=[CH2:13])([CH3:2])([CH3:3])[CH3:4]. The catalyst class is: 1. (4) Reactant: Br[CH2:2][C:3]1[CH:8]=[CH:7][C:6]([F:9])=[CH:5][C:4]=1[S:10]([N:13]([CH3:15])[CH3:14])(=[O:12])=[O:11].[N-:16]=[N+:17]=[N-:18].[Na+]. Product: [N:16]([CH2:2][C:3]1[CH:8]=[CH:7][C:6]([F:9])=[CH:5][C:4]=1[S:10]([N:13]([CH3:15])[CH3:14])(=[O:12])=[O:11])=[N+:17]=[N-:18]. The catalyst class is: 9. (5) The catalyst class is: 5. Product: [F:1][C:2]1[CH:7]=[CH:6][CH:5]=[CH:4][C:3]=1[C@:8]12[CH2:17][CH2:16][C@H:15]([O:18][CH3:19])[CH2:14][C@H:13]1[CH2:12][S:11][C:10]([NH2:20])=[N:9]2. Reactant: [F:1][C:2]1[CH:7]=[CH:6][CH:5]=[CH:4][C:3]=1[C@:8]12[CH2:17][CH2:16][C@H:15]([O:18][CH3:19])[CH2:14][C@H:13]1[CH2:12][S:11][C:10]([NH:20]C(=O)C1C=CC=CC=1)=[N:9]2.C1CCN2C(=NCCC2)CC1.